From a dataset of Forward reaction prediction with 1.9M reactions from USPTO patents (1976-2016). Predict the product of the given reaction. (1) Given the reactants FC(F)(F)C(O)=O.[NH2:8][C:9]1[N:14]=[C:13]([N:15]2[C:19]3[CH:20]=[C:21]([Br:24])[CH:22]=[CH:23][C:18]=3[N:17]=[C:16]2[O:25][CH:26]2[CH2:29][N:28](C(OC(C)(C)C)=O)[CH2:27]2)[CH:12]=[CH:11][N:10]=1.C(N(CC)CC)C, predict the reaction product. The product is: [NH:28]1[CH2:27][CH:26]([O:25][C:16]2[N:15]([C:13]3[CH:12]=[CH:11][N:10]=[C:9]([NH2:8])[N:14]=3)[C:19]3[CH:20]=[C:21]([Br:24])[CH:22]=[CH:23][C:18]=3[N:17]=2)[CH2:29]1. (2) Given the reactants [Cl:1][C:2]1[S:6][C:5]2[C:7]3([O:30][CH2:31][C:32]([F:34])([F:33])[C:4]=2[CH:3]=1)[CH2:12][CH2:11][N:10]([CH2:13][C:14]1[C:15]([CH3:29])=[N:16][N:17]([C:19]2[C:24]([N+:25]([O-])=O)=[CH:23][CH:22]=[CH:21][C:20]=2[F:28])[CH:18]=1)[CH2:9][CH2:8]3, predict the reaction product. The product is: [Cl:1][C:2]1[S:6][C:5]2[C:7]3([O:30][CH2:31][C:32]([F:34])([F:33])[C:4]=2[CH:3]=1)[CH2:8][CH2:9][N:10]([CH2:13][C:14]1[C:15]([CH3:29])=[N:16][N:17]([C:19]2[C:20]([F:28])=[CH:21][CH:22]=[CH:23][C:24]=2[NH2:25])[CH:18]=1)[CH2:11][CH2:12]3. (3) Given the reactants Br[C:2]1[C:11]2[NH:10][C:9]3[CH:12]=[N:13][N:14]([CH3:15])[C:8]=3[C:7](=[O:16])[C:6]=2[CH:5]=[CH:4][CH:3]=1.C([Sn](CCCC)(CCCC)[C:22]1[CH:27]=[CH:26][CH:25]=[CH:24][CH:23]=1)CCC.[Cl-].[Li+], predict the reaction product. The product is: [CH3:15][N:14]1[C:8]2[C:7](=[O:16])[C:6]3[CH:5]=[CH:4][CH:3]=[C:2]([C:22]4[CH:27]=[CH:26][CH:25]=[CH:24][CH:23]=4)[C:11]=3[NH:10][C:9]=2[CH:12]=[N:13]1. (4) Given the reactants Cl[CH2:2][C:3]([NH:5][CH:6]1[CH2:8][CH2:7]1)=[O:4].[Br:9][C:10]1[CH:11]=[CH:12][C:13]([F:17])=[C:14]([OH:16])[CH:15]=1.C([O-])([O-])=O.[K+].[K+], predict the reaction product. The product is: [Br:9][C:10]1[CH:11]=[CH:12][C:13]([F:17])=[C:14]([CH:15]=1)[O:16][CH2:2][C:3]([NH:5][CH:6]1[CH2:8][CH2:7]1)=[O:4].